From a dataset of Catalyst prediction with 721,799 reactions and 888 catalyst types from USPTO. Predict which catalyst facilitates the given reaction. (1) Reactant: FC(F)(F)C(O)=O.[CH2:8]([N:10]([CH2:63][CH3:64])[CH2:11][CH2:12][CH2:13][NH:14][C:15]([C:17]1[CH:22]=[CH:21][C:20]([C:23]2[CH:28]=[CH:27][C:26]([CH2:29][C@H:30]([NH:44][C:45]([C@H:47]3[CH2:52][CH2:51][C@H:50]([CH2:53][NH:54]C(=O)OC(C)(C)C)[CH2:49][CH2:48]3)=[O:46])[C:31](=[O:43])[NH:32][C:33]3[CH:41]=[C:40]4[C:36]([C:37](=[O:42])[NH:38][NH:39]4)=[CH:35][CH:34]=3)=[CH:25][CH:24]=2)=[C:19]([CH3:62])[CH:18]=1)=[O:16])[CH3:9].[ClH:65]. Product: [ClH:65].[NH2:54][CH2:53][C@H:50]1[CH2:49][CH2:48][C@H:47]([C:45]([NH:44][C@H:30]([C:31](=[O:43])[NH:32][C:33]2[CH:41]=[C:40]3[C:36]([C:37](=[O:42])[NH:38][NH:39]3)=[CH:35][CH:34]=2)[CH2:29][C:26]2[CH:25]=[CH:24][C:23]([C:20]3[CH:21]=[CH:22][C:17]([C:15]([NH:14][CH2:13][CH2:12][CH2:11][N:10]([CH2:8][CH3:9])[CH2:63][CH3:64])=[O:16])=[CH:18][C:19]=3[CH3:62])=[CH:28][CH:27]=2)=[O:46])[CH2:52][CH2:51]1. The catalyst class is: 12. (2) Reactant: [F:1][C:2]1[CH:7]=[CH:6][CH:5]=[CH:4][C:3]=1[CH2:8][CH2:9][CH:10](C(OC)=O)[C:11]([O:13]C)=[O:12].[OH-].[Na+].C(O)C. The catalyst class is: 6. Product: [F:1][C:2]1[CH:7]=[CH:6][CH:5]=[CH:4][C:3]=1[CH2:8][CH2:9][CH2:10][C:11]([OH:13])=[O:12]. (3) Reactant: [C:1]([O:5][C:6]([NH:8][C@H:9]1[CH2:23][CH2:22][N:21]([S:24]([C:27]2[CH:32]=[CH:31][CH:30]=[CH:29][C:28]=2[N+:33]([O-:35])=[O:34])(=[O:26])=[O:25])[CH2:20][CH2:19][CH:18]=[CH:17][C@@H:16]2[CH2:36][C@@:15]2([C:37]([O:39]CC)=[O:38])[NH:14][C:13](=[O:42])[C@@H:12]2[CH2:43][C@@H:44]([O:46][C:47]([N:49]3[CH2:57][C:56]4[C:51](=[CH:52][CH:53]=[CH:54][C:55]=4[F:58])[CH2:50]3)=[O:48])[CH2:45][N:11]2[C:10]1=[O:59])=[O:7])([CH3:4])([CH3:3])[CH3:2].[OH-].[Na+].CCOCC. Product: [C:1]([O:5][C:6]([NH:8][C@H:9]1[CH2:23][CH2:22][N:21]([S:24]([C:27]2[CH:32]=[CH:31][CH:30]=[CH:29][C:28]=2[N+:33]([O-:35])=[O:34])(=[O:26])=[O:25])[CH2:20][CH2:19][CH:18]=[CH:17][C@@H:16]2[CH2:36][C@@:15]2([C:37]([OH:39])=[O:38])[NH:14][C:13](=[O:42])[C@@H:12]2[CH2:43][C@@H:44]([O:46][C:47]([N:49]3[CH2:57][C:56]4[C:51](=[CH:52][CH:53]=[CH:54][C:55]=4[F:58])[CH2:50]3)=[O:48])[CH2:45][N:11]2[C:10]1=[O:59])=[O:7])([CH3:4])([CH3:2])[CH3:3]. The catalyst class is: 20. (4) Reactant: [Br:1][C:2]1[CH:9]=[C:6]([CH:7]=[O:8])[C:5]([OH:10])=[CH:4][CH:3]=1.[C:11]([O:15][C:16]([N:18]1[CH2:23][CH2:22][CH:21](OS(C2C=CC(C)=CC=2)(=O)=O)[CH2:20][CH2:19]1)=[O:17])([CH3:14])([CH3:13])[CH3:12].C([O-])([O-])=O.[K+].[K+]. Product: [C:11]([O:15][C:16]([N:18]1[CH2:23][CH2:22][CH:21]([O:10][C:5]2[CH:4]=[CH:3][C:2]([Br:1])=[CH:9][C:6]=2[CH:7]=[O:8])[CH2:20][CH2:19]1)=[O:17])([CH3:14])([CH3:12])[CH3:13]. The catalyst class is: 9. (5) Reactant: [OH:1][CH:2]1[CH2:6][CH2:5][O:4][CH2:3]1.C(N(CC)CC)C.[CH3:14][S:15](Cl)(=[O:17])=[O:16]. Product: [CH3:14][S:15]([O:1][CH:2]1[CH2:6][CH2:5][O:4][CH2:3]1)(=[O:17])=[O:16]. The catalyst class is: 2. (6) Reactant: [CH3:1][C:2]1[NH:3][C:4]2[CH:10]=[CH:9][CH:8]=[CH:7][C:5]=2[N:6]=1.[H-].[Na+].[N:13]1[C:20]([Cl:21])=[N:19][C:17](Cl)=[N:16][C:14]=1[Cl:15]. Product: [Cl:15][C:14]1[N:13]=[C:20]([Cl:21])[N:19]=[C:17]([N:3]2[C:4]3[CH:10]=[CH:9][CH:8]=[CH:7][C:5]=3[N:6]=[C:2]2[CH3:1])[N:16]=1. The catalyst class is: 7. (7) Reactant: Br[CH2:2][CH2:3][O:4][CH2:5][CH3:6].[C:7]([O-])([O-])=O.[K+].[K+].[OH:13][C:14]1[CH:19]=[CH:18][C:17]([N:20]2[CH2:25][CH2:24][CH:23]([C:26]3[CH:31]=[CH:30][C:29]([C@@H:32]([NH:34][C:35](=[O:37])[CH3:36])[CH3:33])=[CH:28][CH:27]=3)[CH2:22][CH2:21]2)=[CH:16][CH:15]=1. Product: [O:4]1[CH2:5][CH2:6][CH:7]([O:13][C:14]2[CH:19]=[CH:18][C:17]([N:20]3[CH2:25][CH2:24][CH:23]([C:26]4[CH:27]=[CH:28][C:29]([C@@H:32]([NH:34][C:35](=[O:37])[CH3:36])[CH3:33])=[CH:30][CH:31]=4)[CH2:22][CH2:21]3)=[CH:16][CH:15]=2)[CH2:2][CH2:3]1. The catalyst class is: 10. (8) Reactant: [CH:1]1[C:13]2[CH:12]([CH2:14][O:15][C:16]([NH:18][C@@H:19]([CH2:32][S:33][C:34]3[CH:39]=[CH:38][CH:37]=[CH:36][CH:35]=3)[CH2:20][CH2:21][CH2:22][CH2:23][NH:24][C:25](=O)OC(C)(C)C)=[O:17])[C:11]3[C:6](=[CH:7][CH:8]=[CH:9][CH:10]=3)[C:5]=2[CH:4]=[CH:3][CH:2]=1.Cl[CH2:41]Cl. Product: [CH3:41][N:24]([CH3:25])[CH2:23][CH2:22][CH2:21][CH2:20][C@@H:19]([NH:18][C:16](=[O:17])[O:15][CH2:14][CH:12]1[C:11]2[CH:10]=[CH:9][CH:8]=[CH:7][C:6]=2[C:5]2[C:13]1=[CH:1][CH:2]=[CH:3][CH:4]=2)[CH2:32][S:33][C:34]1[CH:39]=[CH:38][CH:37]=[CH:36][CH:35]=1. The catalyst class is: 67. (9) Reactant: C([O:4][CH2:5][C:6]([CH3:43])([CH3:42])[CH2:7][N:8]1[C:14]2[CH:15]=[CH:16][C:17]([Cl:19])=[CH:18][C:13]=2[C@@H:12]([C:20]2[CH:25]=[CH:24][CH:23]=[C:22]([O:26][CH3:27])[C:21]=2[O:28][CH3:29])[O:11][C@H:10]([CH2:30][CH2:31][N:32]2[C:36]([C:37]([O:39]C)=[O:38])=[CH:35][CH:34]=[N:33]2)[C:9]1=[O:41])(=O)C.[OH-].[Na+].C(O)C.Cl. Product: [Cl:19][C:17]1[CH:16]=[CH:15][C:14]2[N:8]([CH2:7][C:6]([CH3:42])([CH3:43])[CH2:5][OH:4])[C:9](=[O:41])[C@@H:10]([CH2:30][CH2:31][N:32]3[C:36]([C:37]([OH:39])=[O:38])=[CH:35][CH:34]=[N:33]3)[O:11][C@H:12]([C:20]3[CH:25]=[CH:24][CH:23]=[C:22]([O:26][CH3:27])[C:21]=3[O:28][CH3:29])[C:13]=2[CH:18]=1. The catalyst class is: 13.